This data is from Reaction yield outcomes from USPTO patents with 853,638 reactions. The task is: Predict the reaction yield, written as a fraction of the theoretical maximum amount of product (1.0 means a 100% yield; for example, 0.34 means a 34% yield). (1) The reactants are [CH3:1][C:2]1[CH:9]=[CH:8][CH:7]=[CH:6][C:3]=1[CH:4]=O.[O:10]=[C:11]([CH:13](P(=O)(OCC)OCC)[CH2:14][CH2:15][CH2:16][CH2:17][CH3:18])[CH3:12]. No catalyst specified. The product is [CH3:1][C:2]1[CH:9]=[CH:8][CH:7]=[CH:6][C:3]=1/[CH:4]=[C:13](\[CH2:14][CH2:15][CH2:16][CH2:17][CH3:18])/[C:11](=[O:10])[CH3:12]. The yield is 0.160. (2) The reactants are [Si:1]([O:8][CH2:9][C:10]1[CH:18]2[O:19][C:20](=[O:21])[CH:12]([CH:13]3[CH:17]2[O:16][C:15]([CH3:23])([CH3:22])[O:14]3)[N:11]=1)([C:4]([CH3:7])([CH3:6])[CH3:5])([CH3:3])[CH3:2].C([BH3-])#N.[Na+]. The catalyst is C(O)(=O)C. The product is [Si:1]([O:8][CH2:9][CH:10]1[CH:18]2[O:19][C:20](=[O:21])[CH:12]([CH:13]3[CH:17]2[O:16][C:15]([CH3:23])([CH3:22])[O:14]3)[NH:11]1)([C:4]([CH3:5])([CH3:6])[CH3:7])([CH3:3])[CH3:2]. The yield is 0.610. (3) The reactants are [CH3:1]/[C:2](=[CH:9]\[C:10]1[CH:15]=[CH:14][CH:13]=[CH:12][CH:11]=1)/[CH2:3][CH2:4][C:5](OC)=[O:6].[H-].[Al+3].[Li+].[H-].[H-].[H-]. The catalyst is C1COCC1. The product is [CH3:1]/[C:2](=[CH:9]\[C:10]1[CH:15]=[CH:14][CH:13]=[CH:12][CH:11]=1)/[CH2:3][CH2:4][CH2:5][OH:6]. The yield is 1.00.